This data is from Forward reaction prediction with 1.9M reactions from USPTO patents (1976-2016). The task is: Predict the product of the given reaction. (1) Given the reactants [CH3:1][O:2][C:3]1[CH:4]=[CH:5][CH:6]=[C:7]2[C:11]=1[NH:10][C:9]([C:12]([OH:14])=O)=[C:8]2[CH3:15].[C:16]([O:20][C:21]([N:23]1[CH2:28][CH2:27][N:26]([C:29]2[CH:34]=[CH:33][C:32]([NH2:35])=[CH:31][CH:30]=2)[CH2:25][CH2:24]1)=[O:22])([CH3:19])([CH3:18])[CH3:17].ON1C2C=CC=CC=2N=N1.Cl.C(N=C=NCCCN(C)C)C, predict the reaction product. The product is: [C:16]([O:20][C:21]([N:23]1[CH2:28][CH2:27][N:26]([C:29]2[CH:30]=[CH:31][C:32]([NH:35][C:12]([C:9]3[NH:10][C:11]4[C:7]([C:8]=3[CH3:15])=[CH:6][CH:5]=[CH:4][C:3]=4[O:2][CH3:1])=[O:14])=[CH:33][CH:34]=2)[CH2:25][CH2:24]1)=[O:22])([CH3:19])([CH3:17])[CH3:18]. (2) Given the reactants [F:1][C:2]1[CH:3]=[CH:4][C:5]2[NH:14][C:13](=S)[C:12]3[CH:11]=[C:10]([CH3:16])[S:9][C:8]=3[NH:7][C:6]=2[CH:17]=1.FC(F)(F)S(OC)(=O)=O.[CH3:27][O:28][CH2:29][CH2:30][C@H:31]1[CH2:36][NH:35][CH2:34][CH2:33][NH:32]1, predict the reaction product. The product is: [F:1][C:2]1[CH:3]=[CH:4][C:5]2[N:14]=[C:13]([N:35]3[CH2:34][CH2:33][NH:32][C@@H:31]([CH2:30][CH2:29][O:28][CH3:27])[CH2:36]3)[C:12]3[CH:11]=[C:10]([CH3:16])[S:9][C:8]=3[NH:7][C:6]=2[CH:17]=1. (3) Given the reactants [Cr](Cl)([O-])(=O)=O.[NH+]1C=CC=CC=1.C([O-])(=O)C.[Na+].C(Cl)Cl.[OH:20][C@H:21]([CH3:55])[CH2:22][NH:23][C:24](=[O:54])[CH:25]([NH:38][C:39](=[O:53])[C:40]1[CH:45]=[CH:44][C:43]([O:46][CH2:47][CH2:48][C:49]([F:52])([F:51])[F:50])=[CH:42][CH:41]=1)[CH2:26][C:27]1[CH:32]=[CH:31][C:30]([O:33][C:34]([F:37])([F:36])[F:35])=[CH:29][CH:28]=1, predict the reaction product. The product is: [O:54]=[C:24]([NH:23][CH2:22][C:21](=[O:20])[CH3:55])[CH:25]([NH:38][C:39](=[O:53])[C:40]1[CH:45]=[CH:44][C:43]([O:46][CH2:47][CH2:48][C:49]([F:50])([F:51])[F:52])=[CH:42][CH:41]=1)[CH2:26][C:27]1[CH:32]=[CH:31][C:30]([O:33][C:34]([F:37])([F:36])[F:35])=[CH:29][CH:28]=1. (4) Given the reactants [OH:1][C:2]1[CH:10]=[C:9]2[C:5]([CH:6]=[C:7]([C:11]([OH:13])=[O:12])[NH:8]2)=[CH:4][CH:3]=1.N1C=CN=C1.[CH3:19][C:20]([Si:23](Cl)([CH3:25])[CH3:24])([CH3:22])[CH3:21], predict the reaction product. The product is: [C:20]([Si:23]([CH3:25])([CH3:24])[O:1][C:2]1[CH:10]=[C:9]2[C:5]([CH:6]=[C:7]([C:11]([OH:13])=[O:12])[NH:8]2)=[CH:4][CH:3]=1)([CH3:22])([CH3:21])[CH3:19].